This data is from Full USPTO retrosynthesis dataset with 1.9M reactions from patents (1976-2016). The task is: Predict the reactants needed to synthesize the given product. (1) The reactants are: [CH3:1][C:2]1[NH:3][CH:4]=[C:5]([C:7]([O:9][CH2:10][CH3:11])=[O:8])[N:6]=1.[OH-].[K+].[F:14][CH:15]([F:18])[CH2:16]I.[NH4+].[Cl-]. Given the product [F:14][CH:15]([F:18])[CH2:16][N:3]1[CH:4]=[C:5]([C:7]([O:9][CH2:10][CH3:11])=[O:8])[N:6]=[C:2]1[CH3:1], predict the reactants needed to synthesize it. (2) Given the product [N:20]1[NH:19][C:18]([C@@H:13]2[C@H:14]([OH:17])[C@H:15]([OH:16])[C@H:11]([N:6]3[CH:5]=[N:4][C:3]4[C:7]3=[N:8][CH:9]=[N:10][C:2]=4[NH:39][CH:36]3[CH2:37][CH2:38][O:33][CH2:34][CH2:35]3)[O:12]2)=[CH:22][CH:21]=1, predict the reactants needed to synthesize it. The reactants are: Cl[C:2]1[N:10]=[CH:9][N:8]=[C:7]2[C:3]=1[N:4]=[CH:5][N:6]2[C@H:11]1[C@H:15]([OH:16])[C@H:14]([OH:17])[C@@H:13]([C:18]2[NH:19][N:20]=[CH:21][CH:22]=2)[O:12]1.C(N(CC)C(C)C)(C)C.Cl.[O:33]1[CH2:38][CH2:37][CH:36]([NH2:39])[CH2:35][CH2:34]1. (3) Given the product [NH2:8][C:6]1[CH:5]=[C:4]([CH3:9])[N:3]=[C:2]([CH3:1])[C:7]=1[Br:10], predict the reactants needed to synthesize it. The reactants are: [CH3:1][C:2]1[CH:7]=[C:6]([NH2:8])[CH:5]=[C:4]([CH3:9])[N:3]=1.[Br:10]Br.[OH-].[Na+]. (4) Given the product [F:38][C:34]1[CH:33]=[C:32]([C:30]#[C:31][C:7]2[CH2:16][CH2:15][C:14]3[CH:13]=[C:12]([C:17]([O:19][CH3:20])=[O:18])[CH:11]=[CH:10][C:9]=3[CH:8]=2)[CH:37]=[CH:36][CH:35]=1, predict the reactants needed to synthesize it. The reactants are: FC(F)(F)S(O[C:7]1[CH2:16][CH2:15][C:14]2[CH:13]=[C:12]([C:17]([O:19][CH3:20])=[O:18])[CH:11]=[CH:10][C:9]=2[CH:8]=1)(=O)=O.C(N(CC)CC)C.[C:30]([C:32]1[CH:37]=[CH:36][CH:35]=[C:34]([F:38])[CH:33]=1)#[CH:31].